From a dataset of Catalyst prediction with 721,799 reactions and 888 catalyst types from USPTO. Predict which catalyst facilitates the given reaction. (1) Reactant: Br[C:2]1[CH:7]=[CH:6][N:5]([CH:8]([CH2:25][CH:26]2[CH2:28][CH2:27]2)[C:9]([NH:11][C:12]2[CH:24]=[CH:23][C:15]([C:16]([O:18][C:19]([CH3:22])([CH3:21])[CH3:20])=[O:17])=[CH:14][CH:13]=2)=[O:10])[C:4](=[O:29])[CH:3]=1.[Cl:30][C:31]1[CH:32]=[CH:33][C:34]([O:40][C:41]([F:44])([F:43])[F:42])=[C:35](B(O)O)[CH:36]=1.C(=O)([O-])[O-].[Na+].[Na+]. Product: [Cl:30][C:31]1[CH:32]=[CH:33][C:34]([O:40][C:41]([F:42])([F:43])[F:44])=[C:35]([C:2]2[CH:7]=[CH:6][N:5]([CH:8]([CH2:25][CH:26]3[CH2:28][CH2:27]3)[C:9]([NH:11][C:12]3[CH:13]=[CH:14][C:15]([C:16]([O:18][C:19]([CH3:22])([CH3:21])[CH3:20])=[O:17])=[CH:23][CH:24]=3)=[O:10])[C:4](=[O:29])[CH:3]=2)[CH:36]=1. The catalyst class is: 77. (2) Reactant: Cl[C:2]1[N:7]=[C:6]([CH3:8])[N:5]=[C:4]([NH:9][C:10]2[CH:15]=[CH:14][CH:13]=[CH:12][C:11]=2[S:16]([CH:19]([CH3:21])[CH3:20])(=[O:18])=[O:17])[CH:3]=1.[CH3:22][O:23][C:24]1[CH:30]=[C:29]([N:31]2[CH2:36][CH2:35][CH:34]([N:37]3[CH2:42][CH2:41][N:40]([CH3:43])[CH2:39][CH2:38]3)[CH2:33][CH2:32]2)[CH:28]=[CH:27][C:25]=1[NH2:26]. Product: [CH3:22][O:23][C:24]1[CH:30]=[C:29]([N:31]2[CH2:36][CH2:35][CH:34]([N:37]3[CH2:42][CH2:41][N:40]([CH3:43])[CH2:39][CH2:38]3)[CH2:33][CH2:32]2)[CH:28]=[CH:27][C:25]=1[NH:26][C:2]1[CH:3]=[C:4]([NH:9][C:10]2[CH:15]=[CH:14][CH:13]=[CH:12][C:11]=2[S:16]([CH:19]([CH3:21])[CH3:20])(=[O:18])=[O:17])[N:5]=[C:6]([CH3:8])[N:7]=1. The catalyst class is: 141. (3) Reactant: [F:1][C:2]1[CH:7]=[CH:6][CH:5]=[CH:4][C:3]=1[C@H:8]([N:10]([CH2:33][C:34]1[CH:39]=[CH:38][C:37]([C:40]([O:42]C)=[O:41])=[CH:36][CH:35]=1)[C:11]([C@@H:13]1[CH2:22][C:21]2[C:16](=[CH:17][CH:18]=[CH:19][CH:20]=2)[CH2:15][N:14]1[C:23]([O:25][CH2:26][C:27]1[CH:32]=[CH:31][CH:30]=[CH:29][CH:28]=1)=[O:24])=[O:12])[CH3:9].[Li+].[OH-].Cl. The catalyst class is: 36. Product: [CH2:26]([O:25][C:23]([N:14]1[C@H:13]([C:11]([N:10]([CH2:33][C:34]2[CH:35]=[CH:36][C:37]([C:40]([OH:42])=[O:41])=[CH:38][CH:39]=2)[C@@H:8]([C:3]2[CH:4]=[CH:5][CH:6]=[CH:7][C:2]=2[F:1])[CH3:9])=[O:12])[CH2:22][C:21]2[C:16](=[CH:17][CH:18]=[CH:19][CH:20]=2)[CH2:15]1)=[O:24])[C:27]1[CH:32]=[CH:31][CH:30]=[CH:29][CH:28]=1. (4) Reactant: [Cl:1][C:2]1[CH:3]=[CH:4][C:5]([NH:8][C:9]([C:11]2[CH:16]=[C:15]([Cl:17])[CH:14]=[CH:13][C:12]=2[NH:18][C:19]([C:21]2[CH:26]=[CH:25][C:24]([S:27]([CH3:38])(=[N:29][C:30](=[O:37])[CH2:31][N:32]([CH2:35][CH3:36])[CH2:33][CH3:34])=[O:28])=[CH:23][CH:22]=2)=[O:20])=[O:10])=[N:6][CH:7]=1.Cl. The catalyst class is: 2. Product: [ClH:1].[Cl:1][C:2]1[CH:3]=[CH:4][C:5]([NH:8][C:9]([C:11]2[CH:16]=[C:15]([Cl:17])[CH:14]=[CH:13][C:12]=2[NH:18][C:19]([C:21]2[CH:26]=[CH:25][C:24]([S:27]([CH3:38])(=[N:29][C:30](=[O:37])[CH2:31][N:32]([CH2:33][CH3:34])[CH2:35][CH3:36])=[O:28])=[CH:23][CH:22]=2)=[O:20])=[O:10])=[N:6][CH:7]=1. (5) Reactant: [F:1][C:2]1[CH:11]=[C:10]2[C:5]([CH:6]=[CH:7][C:8](=[O:32])[N:9]2[CH2:12][CH2:13][N:14]2[CH2:18][C@@H:17]([OH:19])[C@@H:16]([CH2:20][NH:21]C(=O)OCC3C=CC=CC=3)[CH2:15]2)=[N:4][CH:3]=1. Product: [NH2:21][CH2:20][C@@H:16]1[C@H:17]([OH:19])[CH2:18][N:14]([CH2:13][CH2:12][N:9]2[C:10]3[C:5](=[N:4][CH:3]=[C:2]([F:1])[CH:11]=3)[CH:6]=[CH:7][C:8]2=[O:32])[CH2:15]1. The catalyst class is: 45. (6) Reactant: [OH-].[Li+].[F:3][C:4]1[CH:9]=[C:8]([F:10])[CH:7]=[CH:6][C:5]=1[NH:11][C:12]([NH:14][CH2:15][CH2:16][C:17]1[CH:34]=[CH:33][C:20]([O:21][CH2:22][C:23]2[CH:32]=[CH:31][CH:30]=[CH:29][C:24]=2[C:25]([O:27]C)=[O:26])=[CH:19][CH:18]=1)=[O:13]. Product: [F:3][C:4]1[CH:9]=[C:8]([F:10])[CH:7]=[CH:6][C:5]=1[NH:11][C:12]([NH:14][CH2:15][CH2:16][C:17]1[CH:34]=[CH:33][C:20]([O:21][CH2:22][C:23]2[CH:32]=[CH:31][CH:30]=[CH:29][C:24]=2[C:25]([OH:27])=[O:26])=[CH:19][CH:18]=1)=[O:13]. The catalyst class is: 90. (7) Reactant: [NH2:1][C:2]1[C:3]([S:12]([F:17])([F:16])([F:15])([F:14])[F:13])=[CH:4][C:5]([CH3:11])=[C:6]([CH:10]=1)[C:7]([OH:9])=O.Cl.[CH3:19][NH:20][O:21][CH3:22].C(N(CC)CC)C. Product: [NH2:1][C:2]1[C:3]([S:12]([F:14])([F:15])([F:16])([F:17])[F:13])=[CH:4][C:5]([CH3:11])=[C:6]([CH:10]=1)[C:7]([N:20]([O:21][CH3:22])[CH3:19])=[O:9]. The catalyst class is: 2.